Task: Binary Classification. Given a miRNA mature sequence and a target amino acid sequence, predict their likelihood of interaction.. Dataset: Experimentally validated miRNA-target interactions with 360,000+ pairs, plus equal number of negative samples (1) The miRNA is hsa-miR-455-3p with sequence GCAGUCCAUGGGCAUAUACAC. The protein sequence of the target gene is MVRMNVLADALKSINNAEKRGKRQVLIRPCSKVIVRFLTVMMKHGYIGEFEIIDDHRAGKIVVNLTGRLNKCGVISPRFDVQLKDLEKWQNNLLPSRQFGFIVLTTSAGIMDHEEARRKHTGGKILGFFF. Result: 1 (interaction). (2) The miRNA is mmu-miR-466f-5p with sequence UACGUGUGUGUGCAUGUGCAUG. The protein sequence of the target gene is MATMENKVICALVLVSMLALGTLAEAQTETCTVAPRERQNCGFPGVTPSQCANKGCCFDDTVRGVPWCFYPNTIDVPPEEECEF. Result: 0 (no interaction). (3) The miRNA is rno-let-7g-5p with sequence UGAGGUAGUAGUUUGUACAGUU. The protein sequence of the target gene is MMHPVASSNPAFCGPGKPSCLNEDAMRAADQFDIYSSQQSKYSHTVNHKPMVCQRQDPLNETHLQTTSGRSIEIKDELKKKKNLNRSGKRGRPSGTTKSAGYRTSTGRPLGTTKAAGFKTSPGRPLGTTKAAGYKVSPGRPPGSIKALSRLADLGYGCGTAAFPYPMMHGRAVHGVEETSSEVKPPNE. Result: 0 (no interaction). (4) The miRNA is mmu-miR-3059-5p with sequence UUUCCUCUCUGCCCCAUAGGGU. The protein sequence of the target gene is MPKRKVTFQGVGDEDGEDEISVPKKKLVDPVAAAGGPGSRFKGKHSLDSDEEDDDEEGSSKYDILASEDVEGQEAATLPSEGGVRITPFNLQEEMEEGHFDADGNYFLNQDAQIRDSWLDNIDWVRIKERPPDKHQVSDSEEEDSLGQTPMSAQALLEGLLELLLPRETVAGALRRLGARGGGKGSNSKGTGRPNSPQRLDRLSGLADQMVARGNLGVYQETRERLAMRLKGLGCRAQGSHDPTPPPSLDMFAEEVAEGELETPTPTQREEAESAGDGLMDVMWEYKWENTGDAELYGPF.... Result: 0 (no interaction). (5) The miRNA is hsa-miR-146b-3p with sequence GCCCUGUGGACUCAGUUCUGGU. The protein sequence of the target gene is MDKLNKITVPASQKLRQLQKMVHDIKNNEGGIMNKIKKLKVKAPPSVPRRDYASESPADEEEQWSDDFDSDYENPDEHSDSEMYVMPAEENADDSYEPPPVEQETRPVHPALPFARGEYIDNRSSQRHSPPFSKTLPSKPSWPSEKARLTSTLPALTALQKPQVPPKPKGLLEDEADYVVPVEDNDENYIHPTESSSPPPEKAPMVNRSTKPNSSTPASPPGTASGRNSGAWETKSPPPAAPSPLPRAGKKPTTPLKTTPVASQQNASSVCEEKPIPAERHRGSSHRQEAVQSPVFPPAQ.... Result: 0 (no interaction). (6) The miRNA is hsa-miR-4422 with sequence AAAAGCAUCAGGAAGUACCCA. The protein sequence of the target gene is MPGWLTLPTLCRFLLWAFTIFHKAQGDPASHPGPHYLLPPIHEVIHSHRGATATLPCVLGTTPPSYKVRWSKVEPGELRETLILITNGLHARGYGPLGGRARMRRGHRLDASLVIAGVRLEDEGRYRCELINGIEDESVALTLSLEGVVFPYQPSRGRYQFNYYEAKQACEEQDGRLATYSQLYQAWTEGLDWCNAGWLLEGSVRYPVLTARAPCGGRGRPGIRSYGPRDRMRDRYDAFCFTSALAGQVFFVPGRLTLSEAHAACRRRGAVVAKVGHLYAAWKFSGLDQCDGGWLADGSV.... Result: 0 (no interaction).